From a dataset of Catalyst prediction with 721,799 reactions and 888 catalyst types from USPTO. Predict which catalyst facilitates the given reaction. (1) Reactant: [NH2:1][C:2]1[CH:3]=[C:4]([CH:22]=[CH:23][CH:24]=1)[C:5]([NH:7][CH2:8][CH:9]([OH:21])[CH2:10][N:11]1[CH2:20][CH2:19][C:18]2[C:13](=[CH:14][CH:15]=[CH:16][CH:17]=2)[CH2:12]1)=[O:6].[O:25]1[CH2:30][CH2:29][C:28](=O)[CH2:27][CH2:26]1.CC(O)=O.[BH3-]C#N.[Na+]. Product: [CH2:12]1[C:13]2[C:18](=[CH:17][CH:16]=[CH:15][CH:14]=2)[CH2:19][CH2:20][N:11]1[CH2:10][CH:9]([OH:21])[CH2:8][NH:7][C:5](=[O:6])[C:4]1[CH:22]=[CH:23][CH:24]=[C:2]([NH:1][CH:28]2[CH2:29][CH2:30][O:25][CH2:26][CH2:27]2)[CH:3]=1. The catalyst class is: 5. (2) Reactant: [F:1][C:2]([F:23])([F:22])[C:3]1[CH:17]=[C:16]([C:18]([F:21])([F:20])[F:19])[CH:15]=[CH:14][C:4]=1[CH2:5][N:6]1[CH2:11][CH2:10][CH:9]([CH:12]=O)[CH2:8][CH2:7]1.[CH3:24][NH:25][C:26](=[O:35])[CH2:27][NH:28][C:29]1[CH2:33][S:32][C:31](=[O:34])[N:30]=1.C([O-])(=O)C.[NH2+]1CCCCC1. Product: [F:1][C:2]([F:23])([F:22])[C:3]1[CH:17]=[C:16]([C:18]([F:20])([F:21])[F:19])[CH:15]=[CH:14][C:4]=1[CH2:5][N:6]1[CH2:7][CH2:8][CH:9](/[CH:12]=[C:33]2/[C:29]([NH:28][CH2:27][C:26]([NH:25][CH3:24])=[O:35])=[N:30][C:31](=[O:34])[S:32]/2)[CH2:10][CH2:11]1. The catalyst class is: 41. (3) Product: [F:24][CH:2]([F:1])[O:3][C:4]1[CH:9]=[CH:8][C:7]([NH:10][C:11]2[N:16]=[C:15]([O:17][CH3:18])[C:14]([CH2:19][OH:20])=[CH:13][N:12]=2)=[CH:6][CH:5]=1. The catalyst class is: 1. Reactant: [F:1][CH:2]([F:24])[O:3][C:4]1[CH:9]=[CH:8][C:7]([NH:10][C:11]2[N:16]=[C:15]([O:17][CH3:18])[C:14]([C:19](OCC)=[O:20])=[CH:13][N:12]=2)=[CH:6][CH:5]=1.CC(C[AlH]CC(C)C)C. (4) The catalyst class is: 1. Product: [Br:1][C:2]1[CH:3]=[C:4]([C@@H:8]([NH:10][C:17](=[O:19])[CH3:18])[CH3:9])[CH:5]=[CH:6][CH:7]=1. Reactant: [Br:1][C:2]1[CH:3]=[C:4]([C@@H:8]([NH2:10])[CH3:9])[CH:5]=[CH:6][CH:7]=1.N1C=CC=CC=1.[C:17](OC(=O)C)(=[O:19])[CH3:18].